Dataset: Catalyst prediction with 721,799 reactions and 888 catalyst types from USPTO. Task: Predict which catalyst facilitates the given reaction. (1) Reactant: Cl.[NH2:2][C@@H:3]([C:8]([NH2:10])=[O:9])[CH2:4][CH:5]([CH3:7])[CH3:6].CCN(CC)CC.[Cl:18][C:19]1[CH:24]=[CH:23][C:22]([S:25](Cl)(=[O:27])=[O:26])=[CH:21][CH:20]=1. Product: [Cl:18][C:19]1[CH:24]=[CH:23][C:22]([S:25]([NH:2][C@H:3]([CH2:4][CH:5]([CH3:7])[CH3:6])[C:8]([NH2:10])=[O:9])(=[O:27])=[O:26])=[CH:21][CH:20]=1. The catalyst class is: 2. (2) Reactant: [CH3:1][O:2][C:3]1[C:4](=[O:15])[N:5]([CH3:14])[CH:6]=[CH:7][C:8]=1[C:9]([O:11][CH2:12][CH3:13])=[O:10].C1C(=O)N([Br:23])C(=O)C1. Product: [Br:23][C:6]1[N:5]([CH3:14])[C:4](=[O:15])[C:3]([O:2][CH3:1])=[C:8]([C:9]([O:11][CH2:12][CH3:13])=[O:10])[CH:7]=1. The catalyst class is: 26. (3) The catalyst class is: 6. Product: [CH3:1][O:2][C:3]1[CH:20]=[C:19]([C:21]([OH:23])=[O:22])[CH:18]=[C:17]2[C:4]=1[C@@:5]1([CH3:32])[C@H:14]([CH2:15][S:16]2(=[O:25])=[O:24])[C@:13]2([CH3:26])[C@H:8]([C:9]([CH3:28])([CH3:27])[CH2:10][CH2:11][CH2:12]2)[CH2:7][CH2:6]1. Reactant: [CH3:1][O:2][C:3]1[CH:20]=[C:19]([C:21]([O-:23])=[O:22])[CH:18]=[C:17]2[C:4]=1[C@H:5]1[C@H:14]([CH2:15][S:16]2(=[O:25])=[O:24])[C@:13]2([CH3:26])[C@H:8]([C:9]([CH3:28])([CH3:27])[CH2:10][CH2:11][CH2:12]2)[CH2:7][CH2:6]1.O[Li].O.[CH2:32]1COCC1. (4) Reactant: [F-].C([N+](CCCC)(CCCC)CCCC)CCC.[CH3:19][O:20][C:21](=[O:47])[C:22]1[CH:27]=[C:26]([CH3:28])[C:25]([Br:29])=[C:24]([S:30][CH2:31][C:32]2[CH:37]=[CH:36][CH:35]=[C:34]([Cl:38])[C:33]=2[O:39][Si](C(C)(C)C)(C)C)[CH:23]=1. Product: [CH3:19][O:20][C:21](=[O:47])[C:22]1[CH:27]=[C:26]([CH3:28])[C:25]([Br:29])=[C:24]([S:30][CH2:31][C:32]2[CH:37]=[CH:36][CH:35]=[C:34]([Cl:38])[C:33]=2[OH:39])[CH:23]=1. The catalyst class is: 7. (5) Reactant: [CH3:1][O:2][CH2:3][CH2:4][O:5][C:6](=[O:31])[NH:7][C@H:8]([C:13]([NH:15][C@@H:16]([CH2:24][C:25]1[CH:30]=[CH:29][CH:28]=[CH:27][CH:26]=1)[CH:17]([OH:23])[C:18]([NH:20][CH2:21][CH3:22])=[O:19])=[O:14])[CH2:9][CH:10]([CH3:12])[CH3:11].CC(OI1(OC(C)=O)(OC(C)=O)OC(=O)C2C=CC=CC1=2)=O.[O-]S([O-])(=S)=O.[Na+].[Na+].C([O-])(O)=O.[Na+]. Product: [CH3:1][O:2][CH2:3][CH2:4][O:5][C:6](=[O:31])[NH:7][C@H:8]([C:13]([NH:15][C@@H:16]([CH2:24][C:25]1[CH:30]=[CH:29][CH:28]=[CH:27][CH:26]=1)[C:17](=[O:23])[C:18](=[O:19])[NH:20][CH2:21][CH3:22])=[O:14])[CH2:9][CH:10]([CH3:12])[CH3:11]. The catalyst class is: 2.